Dataset: Forward reaction prediction with 1.9M reactions from USPTO patents (1976-2016). Task: Predict the product of the given reaction. Given the reactants [OH:1][C@@H:2]1[CH2:6][N:5]([C:7]([O:9][C:10]([CH3:13])([CH3:12])[CH3:11])=[O:8])[C@H:4]([C:14]([O:16][CH3:17])=[O:15])[CH2:3]1.N1C=CN=C1.[Si:23](Cl)([C:26]([CH3:29])([CH3:28])[CH3:27])([CH3:25])[CH3:24], predict the reaction product. The product is: [Si:23]([O:1][C@@H:2]1[CH2:6][N:5]([C:7]([O:9][C:10]([CH3:11])([CH3:12])[CH3:13])=[O:8])[C@H:4]([C:14]([O:16][CH3:17])=[O:15])[CH2:3]1)([C:26]([CH3:29])([CH3:28])[CH3:27])([CH3:25])[CH3:24].